Regression. Given a peptide amino acid sequence and an MHC pseudo amino acid sequence, predict their binding affinity value. This is MHC class I binding data. From a dataset of Peptide-MHC class I binding affinity with 185,985 pairs from IEDB/IMGT. (1) The peptide sequence is FLGKIWPSYK. The MHC is HLA-B54:01 with pseudo-sequence HLA-B54:01. The binding affinity (normalized) is 0. (2) The peptide sequence is GTSGVESAV. The MHC is HLA-A02:03 with pseudo-sequence HLA-A02:03. The binding affinity (normalized) is 0.260.